From a dataset of Microsomal clearance measurements from AstraZeneca. Regression/Classification. Given a drug SMILES string, predict its absorption, distribution, metabolism, or excretion properties. Task type varies by dataset: regression for continuous measurements (e.g., permeability, clearance, half-life) or binary classification for categorical outcomes (e.g., BBB penetration, CYP inhibition). For this dataset (clearance_microsome_az), we predict log10(clearance) (log10 of the in vitro intrinsic clearance, CLint, in uL/min per mg of human liver microsomal protein, equivalently mL/min/g; values are censored to the assay range of 3 to 150, which is 0.477 to 2.18 on this log10 scale). (1) The compound is CC1CCC(CC(=O)Nc2cccc3ncccc23)CC1. The log10(clearance) is 1.58. (2) The drug is Cc1ccc(S(=O)(=O)Nc2c(C(=O)N[C@@H](C)C(C)(C)C)c(C)nn2C2CCSCC2)cc1. The log10(clearance) is 1.40.